From a dataset of Reaction yield outcomes from USPTO patents with 853,638 reactions. Predict the reaction yield, written as a fraction of the theoretical maximum amount of product (1.0 means a 100% yield; for example, 0.34 means a 34% yield). (1) The reactants are Cl[C:2]1[CH:7]=[C:6]([O:8][CH:9]([C:14]2[CH:19]=[CH:18][CH:17]=[CH:16][CH:15]=2)[C:10]([F:13])([F:12])[F:11])[N:5]=[CH:4][N:3]=1.B([C:23]1[CH:34]=[CH:33][C:26]([CH2:27][C@@H:28]([C:30]([OH:32])=[O:31])[NH2:29])=[CH:25][CH:24]=1)(O)O.C(#N)C.C(=O)([O-])[O-].[Na+].[Na+]. The catalyst is O. The product is [NH2:29][CH:28]([CH2:27][C:26]1[CH:33]=[CH:34][C:23]([C:2]2[CH:7]=[C:6]([O:8][CH:9]([C:14]3[CH:19]=[CH:18][CH:17]=[CH:16][CH:15]=3)[C:10]([F:13])([F:12])[F:11])[N:5]=[CH:4][N:3]=2)=[CH:24][CH:25]=1)[C:30]([OH:32])=[O:31]. The yield is 0.110. (2) The reactants are [Cl:1][C:2]1[CH:7]=[C:6]([F:8])[C:5]([F:9])=[CH:4][C:3]=1[Cl:10].S(=O)(=O)(O)O.[N+:16]([O-])([OH:18])=[O:17]. No catalyst specified. The product is [Cl:1][C:2]1[CH:7]=[C:6]([F:8])[C:5]([F:9])=[C:4]([N+:16]([O-:18])=[O:17])[C:3]=1[Cl:10]. The yield is 0.710. (3) The reactants are [C:1]([C:5]1[CH:10]=[CH:9][CH:8]=[CH:7][C:6]=1[N:11]1[CH2:16][CH2:15][N:14]([C:17]([C:19]2[CH:23]=[C:22]([OH:24])[N:21]([CH3:25])[N:20]=2)=[O:18])[CH2:13][CH2:12]1)([CH3:4])([CH3:3])[CH3:2].Br[CH2:27][C:28]([O:30][CH3:31])=[O:29].C(=O)([O-])[O-].[K+].[K+].O. The catalyst is CN(C)C=O. The product is [C:1]([C:5]1[CH:10]=[CH:9][CH:8]=[CH:7][C:6]=1[N:11]1[CH2:12][CH2:13][N:14]([C:17]([C:19]2[CH:23]=[C:22]([O:24][CH2:27][C:28]([O:30][CH3:31])=[O:29])[N:21]([CH3:25])[N:20]=2)=[O:18])[CH2:15][CH2:16]1)([CH3:4])([CH3:2])[CH3:3]. The yield is 0.730. (4) The reactants are Br[C:2]1[N:6]([S:7]([C:10]2[CH:11]=[N:12][CH:13]=[CH:14][CH:15]=2)(=[O:9])=[O:8])[CH:5]=[C:4]([CH2:16][N:17]([CH3:25])[C:18](=[O:24])[O:19][C:20]([CH3:23])([CH3:22])[CH3:21])[CH:3]=1.[S:26]1[CH:30]=[CH:29][C:28](B(O)O)=[CH:27]1.C(=O)([O-])[O-].[Na+].[Na+]. The catalyst is COCCOC.O.C1C=CC([P]([Pd]([P](C2C=CC=CC=2)(C2C=CC=CC=2)C2C=CC=CC=2)([P](C2C=CC=CC=2)(C2C=CC=CC=2)C2C=CC=CC=2)[P](C2C=CC=CC=2)(C2C=CC=CC=2)C2C=CC=CC=2)(C2C=CC=CC=2)C2C=CC=CC=2)=CC=1. The product is [CH3:25][N:17]([CH2:16][C:4]1[CH:3]=[C:2]([C:28]2[CH:29]=[CH:30][S:26][CH:27]=2)[N:6]([S:7]([C:10]2[CH:11]=[N:12][CH:13]=[CH:14][CH:15]=2)(=[O:9])=[O:8])[CH:5]=1)[C:18](=[O:24])[O:19][C:20]([CH3:23])([CH3:22])[CH3:21]. The yield is 0.810. (5) The reactants are [Cl:1][C:2]1[C:3]([F:34])=[C:4]([CH:31]=[CH:32][CH:33]=1)[CH2:5][C:6]1[C:7]([F:30])=[N:8][C:9](F)=[C:10]([CH:28]=1)[C:11]([C:13](=[CH:19][NH:20][C@@H:21]([C:24]([CH3:27])([CH3:26])[CH3:25])[CH2:22][OH:23])[C:14]([O:16][CH2:17][CH3:18])=[O:15])=[O:12].C(=O)([O-])[O-].[K+].[K+]. The catalyst is CN(C=O)C. The product is [CH2:17]([O:16][C:14]([C:13]1[C:11](=[O:12])[C:10]2[C:9](=[N:8][C:7]([F:30])=[C:6]([CH2:5][C:4]3[CH:31]=[CH:32][CH:33]=[C:2]([Cl:1])[C:3]=3[F:34])[CH:28]=2)[N:20]([C@H:21]([CH2:22][OH:23])[C:24]([CH3:25])([CH3:26])[CH3:27])[CH:19]=1)=[O:15])[CH3:18]. The yield is 1.00. (6) The reactants are [Cl:1][C:2]1[C:7]([Cl:8])=[CH:6][C:5]([NH2:9])=[C:4]([N+:10]([O-:12])=[O:11])[CH:3]=1.[Cl:13]N1C(=O)CCC1=O. The catalyst is CN(C=O)C. The product is [Cl:13][C:6]1[C:7]([Cl:8])=[C:2]([Cl:1])[CH:3]=[C:4]([N+:10]([O-:12])=[O:11])[C:5]=1[NH2:9]. The yield is 0.810.